Dataset: Full USPTO retrosynthesis dataset with 1.9M reactions from patents (1976-2016). Task: Predict the reactants needed to synthesize the given product. (1) Given the product [F:37][C:2]([F:1])([F:36])[C:3]1[CH:4]=[C:5]([C@H:13]([O:15][C@@H:16]2[C@@H:23]([C:24]3[CH:29]=[CH:28][C:27]([F:30])=[CH:26][CH:25]=3)[C@H:22]3[N:18]([C:19](=[O:35])[C:20]([CH3:39])([C:31]([O:33][CH3:34])=[O:32])[CH2:21]3)[CH2:17]2)[CH3:14])[CH:6]=[C:7]([C:9]([F:12])([F:11])[F:10])[CH:8]=1, predict the reactants needed to synthesize it. The reactants are: [F:1][C:2]([F:37])([F:36])[C:3]1[CH:4]=[C:5]([C@H:13]([O:15][C@@H:16]2[C@@H:23]([C:24]3[CH:29]=[CH:28][C:27]([F:30])=[CH:26][CH:25]=3)[C@H:22]3[N:18]([C:19](=[O:35])[CH:20]([C:31]([O:33][CH3:34])=[O:32])[CH2:21]3)[CH2:17]2)[CH3:14])[CH:6]=[C:7]([C:9]([F:12])([F:11])[F:10])[CH:8]=1.[Li+].[CH3:39][Si]([N-][Si](C)(C)C)(C)C.IC. (2) Given the product [F:1][C:2]1[CH:10]=[CH:9][CH:8]=[C:7]2[C:3]=1[C:4]([CH:19]=[O:20])=[CH:5][NH:6]2, predict the reactants needed to synthesize it. The reactants are: [F:1][C:2]1[CH:10]=[CH:9][CH:8]=[C:7]2[C:3]=1[CH:4]=[CH:5][NH:6]2.P(Cl)(Cl)(Cl)=O.CN([CH:19]=[O:20])C. (3) Given the product [C:20]([CH2:19][C@H:18]([N:17]1[C:13]2[CH:12]=[CH:11][NH:10][C:9](=[O:8])[C:14]=2[C:15]([NH:25][C:26]2[CH:34]=[CH:33][C:29]([C:30]([OH:32])=[O:31])=[C:28]([CH3:35])[CH:27]=2)=[N:16]1)[CH:22]1[CH2:24][CH2:23]1)#[N:21], predict the reactants needed to synthesize it. The reactants are: C([O:8][C:9]1[C:14]2[C:15]([NH:25][C:26]3[CH:34]=[CH:33][C:29]([C:30]([OH:32])=[O:31])=[C:28]([CH3:35])[CH:27]=3)=[N:16][N:17]([C@H:18]([CH:22]3[CH2:24][CH2:23]3)[CH2:19][C:20]#[N:21])[C:13]=2[CH:12]=[CH:11][N:10]=1)C1C=CC=CC=1. (4) Given the product [CH2:1]([N:8]1[CH2:13][CH2:12][C:11]([CH3:15])([CH3:16])[CH:10]([NH2:17])[CH2:9]1)[C:2]1[CH:3]=[CH:4][CH:5]=[CH:6][CH:7]=1, predict the reactants needed to synthesize it. The reactants are: [CH2:1]([N:8]1[C:13](=O)[CH2:12][C:11]([CH3:16])([CH3:15])/[C:10](=[N:17]/O)/[C:9]1=O)[C:2]1[CH:7]=[CH:6][CH:5]=[CH:4][CH:3]=1.[H-].[H-].[H-].[H-].[Li+].[Al+3]. (5) The reactants are: [C:1]([O:5][C:6](=[O:20])[NH:7][CH2:8][CH2:9][N:10]1[C:18]2[C:17](Cl)=[N:16][CH:15]=[N:14][C:13]=2[CH:12]=[CH:11]1)([CH3:4])([CH3:3])[CH3:2].[CH3:21][C:22]1[CH:23]=[C:24]([CH:26]=[CH:27][C:28]=1[O:29][C:30]1[CH:35]=[CH:34][CH:33]=[C:32]([O:36][C:37]([F:42])([F:41])[CH:38]([F:40])[F:39])[CH:31]=1)[NH2:25].C(=O)([O-])O.[Na+]. Given the product [C:1]([O:5][C:6](=[O:20])[NH:7][CH2:8][CH2:9][N:10]1[C:18]2[C:17]([NH:25][C:24]3[CH:26]=[CH:27][C:28]([O:29][C:30]4[CH:35]=[CH:34][CH:33]=[C:32]([O:36][C:37]([F:41])([F:42])[CH:38]([F:39])[F:40])[CH:31]=4)=[C:22]([CH3:21])[CH:23]=3)=[N:16][CH:15]=[N:14][C:13]=2[CH:12]=[CH:11]1)([CH3:4])([CH3:3])[CH3:2], predict the reactants needed to synthesize it.